Predict the reactants needed to synthesize the given product. From a dataset of Full USPTO retrosynthesis dataset with 1.9M reactions from patents (1976-2016). Given the product [ClH:1].[CH3:2][C:3]([CH3:16])([NH2:15])[CH2:4][C:5]1[CH:6]=[C:7]2[C:12](=[CH:13][CH:14]=1)[CH2:11][CH2:10][CH2:9][CH2:8]2, predict the reactants needed to synthesize it. The reactants are: [ClH:1].[CH3:2][C:3]([CH3:16])([NH2:15])[CH2:4][C:5]1[CH:6]=[C:7]2[C:12](=[CH:13][CH:14]=1)[CH:11]=[CH:10][CH:9]=[CH:8]2.